Dataset: Reaction yield outcomes from USPTO patents with 853,638 reactions. Task: Predict the reaction yield, written as a fraction of the theoretical maximum amount of product (1.0 means a 100% yield; for example, 0.34 means a 34% yield). (1) The reactants are [CH3:1][C:2]1[C:6]([CH:7]([OH:9])[CH3:8])=[C:5]([CH3:10])[O:4][N:3]=1.C1C=C[NH+]=CC=1.[O-][Cr](Cl)(=O)=O.O. The catalyst is C(Cl)Cl. The product is [CH3:1][C:2]1[C:6]([C:7](=[O:9])[CH3:8])=[C:5]([CH3:10])[O:4][N:3]=1. The yield is 0.340. (2) The reactants are [F:1][C:2]1[CH:7]=[CH:6][CH:5]=[C:4]([F:8])[C:3]=1[S:9]([NH:12][C:13]1[C:14]([F:23])=[C:15]([CH:20]=[CH:21][CH:22]=1)[C:16](OC)=[O:17])(=[O:11])=[O:10].C[Si]([N-][Si](C)(C)C)(C)C.[Li+].[Cl:34][C:35]1[N:40]=[C:39]([CH3:41])[CH:38]=[CH:37][N:36]=1. The catalyst is C1COCC1. The product is [Cl:34][C:35]1[N:40]=[C:39]([CH2:41][C:16]([C:15]2[C:14]([F:23])=[C:13]([NH:12][S:9]([C:3]3[C:2]([F:1])=[CH:7][CH:6]=[CH:5][C:4]=3[F:8])(=[O:10])=[O:11])[CH:22]=[CH:21][CH:20]=2)=[O:17])[CH:38]=[CH:37][N:36]=1. The yield is 0.720. (3) The reactants are [Cl-].[Al+3].[Cl-].[Cl-].C[O:6][C:7]1[CH:24]=[CH:23][C:10]2[CH2:11][CH:12]([CH2:18][C:19]([O:21][CH3:22])=[O:20])[C:13](=[O:17])[N:14]([CH3:16])[CH2:15][C:9]=2[CH:8]=1.C(S)C. The catalyst is C(Cl)Cl. The product is [OH:6][C:7]1[CH:24]=[CH:23][C:10]2[CH2:11][CH:12]([CH2:18][C:19]([O:21][CH3:22])=[O:20])[C:13](=[O:17])[N:14]([CH3:16])[CH2:15][C:9]=2[CH:8]=1. The yield is 0.880. (4) The reactants are Br[C:2]1[CH:3]=[C:4]([C:8]2([C:18]3[CH:23]=[CH:22][N:21]=[C:20]([O:24][CH2:25][C:26]([F:29])([F:28])[F:27])[CH:19]=3)[C:16]3[C:11](=[N:12][CH:13]=[CH:14][CH:15]=3)[C:10]([NH2:17])=[N:9]2)[CH:5]=[CH:6][CH:7]=1.[N:30]1[CH:35]=[C:34](B(O)O)[CH:33]=[N:32][CH:31]=1.C(=O)([O-])[O-].[Cs+].[Cs+]. The catalyst is C1C=CC(P(C2C=CC=CC=2)[C-]2C=CC=C2)=CC=1.C1C=CC(P(C2C=CC=CC=2)[C-]2C=CC=C2)=CC=1.Cl[Pd]Cl.[Fe+2].COCCOC.CCO.O. The product is [N:30]1[CH:35]=[C:34]([C:2]2[CH:3]=[C:4]([C:8]3([C:18]4[CH:23]=[CH:22][N:21]=[C:20]([O:24][CH2:25][C:26]([F:29])([F:27])[F:28])[CH:19]=4)[C:16]4[C:11](=[N:12][CH:13]=[CH:14][CH:15]=4)[C:10]([NH2:17])=[N:9]3)[CH:5]=[CH:6][CH:7]=2)[CH:33]=[N:32][CH:31]=1. The yield is 0.410. (5) The reactants are [Si]([O:8][C@H:9]1[C@H:13]([CH3:14])[N:12]([C:15]2[CH:22]=[CH:21][C:18]([C:19]#[N:20])=[C:17]([Cl:23])[C:16]=2[CH3:24])[C:11](=[O:25])[C:10]1([CH3:27])[CH3:26])(C(C)(C)C)(C)C.[F-].C([N+](CCCC)(CCCC)CCCC)CCC.C1COCC1.O. The catalyst is C1COCC1. The product is [Cl:23][C:17]1[C:16]([CH3:24])=[C:15]([N:12]2[C@@H:13]([CH3:14])[C@H:9]([OH:8])[C:10]([CH3:27])([CH3:26])[C:11]2=[O:25])[CH:22]=[CH:21][C:18]=1[C:19]#[N:20]. The yield is 0.284. (6) The product is [CH2:11]([O:18][C:19]([N:21]1[CH:26]([CH3:27])[CH2:25][N:24]([CH2:28][C:29]2[CH:34]=[C:6]3[C:32]([C:10]([NH2:5])=[N:9][CH:8]=[N:7]3)=[CH:31][CH:30]=2)[C:23](=[O:38])[C@@H:22]1[CH3:39])=[O:20])[C:12]1[CH:13]=[CH:14][CH:15]=[CH:16][CH:17]=1. The catalyst is C(O)C. The yield is 0.850. The reactants are C(O)(=O)C.[N:5]1[CH:10]=[N:9][CH:8]=[N:7][CH:6]=1.[CH2:11]([O:18][C:19]([N:21]1[CH:26]([CH3:27])[CH2:25][N:24]([CH2:28][C:29]2[CH:34]=C[C:32](C#N)=[C:31](N)[CH:30]=2)[C:23](=[O:38])[C@@H:22]1[CH3:39])=[O:20])[C:12]1[CH:17]=[CH:16][CH:15]=[CH:14][CH:13]=1.C(OCC)(=O)C.